From a dataset of Reaction yield outcomes from USPTO patents with 853,638 reactions. Predict the reaction yield, written as a fraction of the theoretical maximum amount of product (1.0 means a 100% yield; for example, 0.34 means a 34% yield). The reactants are P(O)(O)(O)=O.[F:6][C:7]1[CH:8]=[C:9]([S:19][C:20]2[CH:25]=[CH:24][CH:23]=[C:22]([F:26])[CH:21]=2)[CH:10]=[C:11]2[C:16]=1[C@H:15](NC)[CH2:14][CH2:13][CH2:12]2.[NH2:27][C:28]([NH2:30])=[O:29].O.[CH3:32]N1CCCC1=O. No catalyst specified. The product is [F:6][C:7]1[CH:8]=[C:9]([S:19][C:20]2[CH:25]=[CH:24][CH:23]=[C:22]([F:26])[CH:21]=2)[CH:10]=[C:11]2[C:16]=1[C@H:15]([CH2:32][NH:27][C:28]([NH2:30])=[O:29])[CH2:14][CH2:13][CH2:12]2. The yield is 0.938.